From a dataset of Full USPTO retrosynthesis dataset with 1.9M reactions from patents (1976-2016). Predict the reactants needed to synthesize the given product. Given the product [Cl:1][C:2]1[CH:3]=[C:4]([CH3:19])[C:5]2[O:11][CH2:10][CH2:9][CH2:8][CH:7]([N:12]([S:13]([CH2:16][CH3:17])(=[O:14])=[O:15])[CH3:22])[C:6]=2[CH:18]=1, predict the reactants needed to synthesize it. The reactants are: [Cl:1][C:2]1[CH:3]=[C:4]([CH3:19])[C:5]2[O:11][CH2:10][CH2:9][CH2:8][CH:7]([NH:12][S:13]([CH2:16][CH3:17])(=[O:15])=[O:14])[C:6]=2[CH:18]=1.[H-].[Na+].[CH3:22]I.